This data is from NCI-60 drug combinations with 297,098 pairs across 59 cell lines. The task is: Regression. Given two drug SMILES strings and cell line genomic features, predict the synergy score measuring deviation from expected non-interaction effect. Drug 1: CC(C1=C(C=CC(=C1Cl)F)Cl)OC2=C(N=CC(=C2)C3=CN(N=C3)C4CCNCC4)N. Drug 2: C1CNP(=O)(OC1)N(CCCl)CCCl. Cell line: M14. Synergy scores: CSS=-6.86, Synergy_ZIP=2.14, Synergy_Bliss=-0.951, Synergy_Loewe=-4.36, Synergy_HSA=-4.46.